Dataset: B-cell epitopes from IEDB database with 3,159 antigens for binding position prediction. Task: Token-level Classification. Given an antigen amino acid sequence, predict which amino acid positions are active epitope sites capable of antibody binding. Output is a list of indices for active positions. (1) Given the antigen sequence: MKKTAFTLLLFIALTLTTSPLVNGSEKSEEINEKDLRKKSELQGTALGNLKQIYYYNEKAKTENKESHDQFLQHTILFKGFFTDHSWYNDLLVDFDSKDIVDKYKGKKVDLYGAYYGYQCAGGTPNKTACMYGGVTLHDNNRLTEEKKVPINLWLDGKQNTVPLETVKTNKKNVTVQELDLQARRYLQEKYNLYNSDVFDGKVQRGLIVFHTSTEPSVNYDLFGAQGQYSNTLLRIYRDNKTINSENMHIDIYLYTS, which amino acid positions are active epitope sites? The epitope positions are: [184, 185, 186, 187, 188, 189, 190, 191, 192, 193, 194, 195, 196, 197, 198, 199, 200, 201, 202, 203]. The amino acids at these positions are: RYLQEKYNLYNSDVFDGKVQ. (2) Given the antigen sequence: MAARGGAERAAGAGDGRRGQRRHLRPGRVLAALRGPAAPGAGGARAALAAALLWATWALLLAAPAAGRPATTPPAPPPEEAASPAPPASPSPPGPDGDDAASPDNSTDVRAALRLAQAAGENSRFFVCPPPSGATVVRLAPARPCPEYGLGRNYTEGIGVIYKENIAPYTFKAIIYYKNVIVTTTWAGSTYAAITNQYTDRVPVGMGEITDLVDKKWRCLSKAEYLRSGRKVVAFDRDDDPWEAPLKPARLSAPGVRGWHTTDDVYTALGSAGLYRTGTSVNCIVEEVEARSVYPYDSFALSTGDIIYMSPFYGLREGAHREHTSYSPERFQQIEGYYKRDMATGRRLKEPVSRNFLRTQHVTVAWDWVPKRKNVCSLAKWREADEMLRDESRGNFRFTARSLSATFVTDSHTFALQNVPLSDCVIEEAEAAVERVYRERYNGTHVLSGSLETYLARGGFVVAFRPMLSNELAKLYLQELARSNGTLEGLFAAAAPKPGP..., which amino acid positions are active epitope sites? The epitope positions are: [468, 469, 470, 471, 472, 473, 474, 475, 476, 477, 478, 479, 480, 481, 482, 483, 484, 485, 486, 487... (24 total positions)]. The amino acids at these positions are: SNELAKLYLQELARSNGTLEGLFA. (3) Given the antigen sequence: MREIVHIQAGQCGNQIGAKFWEVISDEHGIDPTGTYHGDSDLQLDRISVYYNEATGGKYVPRAILVDLEPGTMDSVRSGPFGQIFRPDNFVFGQSGAGNNWAKGHYTEGAELVDSVLDVVRKEVDEQMLNVQNKNSSYFVEWIPNNVKTAVCDIPPRGLKMAVTFIGNSTAIQELFKRISEQFTAMFRRKAFLHWYTGEGMDEMEFTEAESNMNDLVSEYQQYQDATAEEEEDFGEEAEEEA, which amino acid positions are active epitope sites? The epitope positions are: [10, 11, 12, 13, 14, 15, 16, 17, 18, 19, 20, 21, 22, 23, 24]. The amino acids at these positions are: QCGNQIGAKFWEVIS.